From a dataset of Catalyst prediction with 721,799 reactions and 888 catalyst types from USPTO. Predict which catalyst facilitates the given reaction. (1) Reactant: [CH3:1][O:2][C:3](=[O:50])[C:4]1[CH:9]=[CH:8][C:7]([C:10]([N:12]2[CH2:18][C@H:17]([NH:19][C:20](=[O:32])[C@@H:21]([N:23](C(OC(C)(C)C)=O)[CH3:24])[CH3:22])[C:16](=[O:33])[N:15]([CH2:34][C:35]3[C:44]4[C:39](=[CH:40][CH:41]=[CH:42][CH:43]=4)[CH:38]=[CH:37][C:36]=3[CH3:45])[C:14]3[CH:46]=[CH:47][CH:48]=[CH:49][C:13]2=3)=[O:11])=[CH:6][CH:5]=1.[ClH:51]. Product: [ClH:51].[CH3:1][O:2][C:3](=[O:50])[C:4]1[CH:9]=[CH:8][C:7]([C:10]([N:12]2[CH2:18][C@H:17]([NH:19][C:20](=[O:32])[C@@H:21]([NH:23][CH3:24])[CH3:22])[C:16](=[O:33])[N:15]([CH2:34][C:35]3[C:44]4[C:39](=[CH:40][CH:41]=[CH:42][CH:43]=4)[CH:38]=[CH:37][C:36]=3[CH3:45])[C:14]3[CH:46]=[CH:47][CH:48]=[CH:49][C:13]2=3)=[O:11])=[CH:6][CH:5]=1. The catalyst class is: 12. (2) The catalyst class is: 6. Reactant: [CH:1]1([C:7]([F:14])([F:13])[C:8]([O:10]CC)=[O:9])[CH2:6][CH2:5][CH2:4][CH2:3][CH2:2]1.O1CCCC1.C(O)C.O.[OH-].[Li+]. Product: [CH:1]1([C:7]([F:13])([F:14])[C:8]([OH:10])=[O:9])[CH2:2][CH2:3][CH2:4][CH2:5][CH2:6]1. (3) Reactant: [Cl:1][C:2]1[N:3]([CH2:37][CH2:38][O:39][C:40]2[CH:45]=[CH:44][C:43]([Cl:46])=[CH:42][CH:41]=2)[C:4]([C:23]([NH:25][CH2:26][C@H:27]2[CH2:32][CH2:31][C@H:30]([C:33]([O:35][CH3:36])=[O:34])[CH2:29][CH2:28]2)=[O:24])=[C:5]([C:7]#[C:8][C:9]([CH3:22])([CH3:21])[CH2:10][O:11]CC2C=CC(OC)=CC=2)[N:6]=1.C(O)(C(F)(F)F)=O.C(=O)([O-])O.[Na+].C(Cl)(Cl)Cl. Product: [Cl:1][C:2]1[N:3]([CH2:37][CH2:38][O:39][C:40]2[CH:45]=[CH:44][C:43]([Cl:46])=[CH:42][CH:41]=2)[C:4]([C:23]([NH:25][CH2:26][C@H:27]2[CH2:28][CH2:29][C@H:30]([C:33]([O:35][CH3:36])=[O:34])[CH2:31][CH2:32]2)=[O:24])=[C:5]([C:7]#[C:8][C:9]([CH3:22])([CH3:21])[CH2:10][OH:11])[N:6]=1. The catalyst class is: 4. (4) Reactant: [OH:1][C:2]1[CH:3]=[CH:4][CH:5]=[C:6]2[C:11]=1[CH:10]=[C:9]([C:12]([O:14][CH3:15])=[O:13])[CH:8]=[CH:7]2.[Cl:16]C1C(=O)C(Cl)(Cl)C(Cl)=C(Cl)C=1Cl.CN(C=O)C.C(Cl)(Cl)(Cl)Cl. Product: [Cl:16][C:3]1[C:2]([OH:1])=[C:11]2[C:6]([CH:7]=[CH:8][C:9]([C:12]([O:14][CH3:15])=[O:13])=[CH:10]2)=[CH:5][CH:4]=1. The catalyst class is: 6.